From a dataset of Forward reaction prediction with 1.9M reactions from USPTO patents (1976-2016). Predict the product of the given reaction. Given the reactants [CH3:1][C:2]1[N:7]=[C:6]([C:8]2[N:9]([CH2:13][CH2:14][CH2:15][CH2:16][CH2:17][CH2:18][N:19]3C(=O)C4=CC=CC=C4C3=O)[CH:10]=[CH:11][N:12]=2)[CH:5]=[CH:4][CH:3]=1.O.NN, predict the reaction product. The product is: [NH2:19][CH2:18][CH2:17][CH2:16][CH2:15][CH2:14][CH2:13][N:9]1[CH:10]=[CH:11][N:12]=[C:8]1[C:6]1[CH:5]=[CH:4][CH:3]=[C:2]([CH3:1])[N:7]=1.